From a dataset of Reaction yield outcomes from USPTO patents with 853,638 reactions. Predict the reaction yield, written as a fraction of the theoretical maximum amount of product (1.0 means a 100% yield; for example, 0.34 means a 34% yield). (1) The reactants are [NH2:1][C:2]1([C:11]([O:13][CH2:14][CH3:15])=[O:12])[CH2:4][CH:3]1[C:5]1[CH:10]=[CH:9][CH:8]=[CH:7][CH:6]=1.CCN(C(C)C)C(C)C.[C:25](=O)([O-:38])[O:26][C:27]([CH3:37])([CH3:36])[CH2:28]C(OC(C)(C)C)=O.[N+](CC(OCC)=O)([O-])=O. The catalyst is C(Cl)Cl.O. The product is [CH2:14]([O:13][C:11]([C:2]1([NH:1][C:25]([O:26][C:27]([CH3:37])([CH3:36])[CH3:28])=[O:38])[CH2:4][CH:3]1[C:5]1[CH:10]=[CH:9][CH:8]=[CH:7][CH:6]=1)=[O:12])[CH3:15]. The yield is 0.250. (2) The reactants are [F:1][C:2]1[C:3]([NH:25][C:26]2[CH:31]=[CH:30][C:29]([I:32])=[CH:28][C:27]=2[F:33])=[C:4]([C:9]([N:11]2[CH2:14][C:13]([CH2:16][NH:17]/[C:18](/SC)=[CH:19]/[N+:20]([O-:22])=[O:21])([OH:15])[CH2:12]2)=[O:10])[CH:5]=[CH:6][C:7]=1[F:8].[OH-].[NH4+:35].[ClH:36].O1CCOCC1. The catalyst is C(O)C.CO. The product is [ClH:36].[NH2:35]/[C:18](/[NH:17][CH2:16][C:13]1([OH:15])[CH2:14][N:11]([C:9]([C:4]2[CH:5]=[CH:6][C:7]([F:8])=[C:2]([F:1])[C:3]=2[NH:25][C:26]2[CH:31]=[CH:30][C:29]([I:32])=[CH:28][C:27]=2[F:33])=[O:10])[CH2:12]1)=[CH:19]\[N+:20]([O-:22])=[O:21]. The yield is 0.870. (3) The reactants are [CH3:1][C:2]([C:5]1[C:10]([C:11]2[CH:16]=[C:15]([O:17][CH3:18])[CH:14]=[CH:13][C:12]=2[F:19])=[CH:9][C:8]([CH2:20][O:21][C:22]2[CH:27]=[CH:26][C:25]([C@@H:28](/[CH:34]=[CH:35]\[CH2:36][CH3:37])[CH2:29][C:30]([O:32]C)=[O:31])=[CH:24][CH:23]=2)=[CH:7][CH:6]=1)([CH3:4])[CH3:3].C1COCC1.CCO.[OH-].[Na+]. No catalyst specified. The product is [CH3:4][C:2]([C:5]1[C:10]([C:11]2[CH:16]=[C:15]([O:17][CH3:18])[CH:14]=[CH:13][C:12]=2[F:19])=[CH:9][C:8]([CH2:20][O:21][C:22]2[CH:23]=[CH:24][C:25]([C@@H:28](/[CH:34]=[CH:35]\[CH2:36][CH3:37])[CH2:29][C:30]([OH:32])=[O:31])=[CH:26][CH:27]=2)=[CH:7][CH:6]=1)([CH3:1])[CH3:3]. The yield is 0.710. (4) The reactants are P(Cl)(Cl)(Cl)=O.[C:6]([O:10][C:11](=[O:25])[NH:12][C@@H:13]1[C:19](=[O:20])[NH:18][C:17]2[CH:21]=[CH:22][CH:23]=[CH:24][C:16]=2[NH:15][CH2:14]1)([CH3:9])([CH3:8])[CH3:7].[C:26]([C:29]1[CH:37]=[CH:36][C:32]([C:33](O)=[O:34])=[CH:31][CH:30]=1)(=[O:28])[CH3:27]. The catalyst is N1C=CC=CC=1.O. The product is [C:26]([C:29]1[CH:37]=[CH:36][C:32]([C:33]([N:15]2[CH2:14][C@H:13]([NH:12][C:11](=[O:25])[O:10][C:6]([CH3:9])([CH3:7])[CH3:8])[C:19](=[O:20])[NH:18][C:17]3[CH:21]=[CH:22][CH:23]=[CH:24][C:16]2=3)=[O:34])=[CH:31][CH:30]=1)(=[O:28])[CH3:27]. The yield is 0.390. (5) The reactants are [Cl:1][C:2]1[CH:3]=[C:4]([CH:8]=[CH:9][C:10]=1[C:11]1[N:15]=[C:14]([C:16]2[N:17]=[C:18]3[C:23]([Cl:24])=[CH:22][C:21]([C:25]([F:28])([F:27])[F:26])=[CH:20][N:19]3[CH:29]=2)[O:13][N:12]=1)[C:5](Cl)=[O:6].[NH3:30]. The catalyst is CCOC(C)=O. The product is [Cl:1][C:2]1[CH:3]=[C:4]([CH:8]=[CH:9][C:10]=1[C:11]1[N:15]=[C:14]([C:16]2[N:17]=[C:18]3[C:23]([Cl:24])=[CH:22][C:21]([C:25]([F:28])([F:27])[F:26])=[CH:20][N:19]3[CH:29]=2)[O:13][N:12]=1)[C:5]([NH2:30])=[O:6]. The yield is 0.630. (6) The reactants are Br[C:2]1[CH:3]=[CH:4][C:5]2[NH:10][CH:9]([C:11]3[CH:16]=[CH:15][CH:14]=[CH:13][C:12]=3[Cl:17])[CH2:8][O:7][C:6]=2[CH:18]=1.[CH3:19][N:20]1[C:24](B(O)O)=[CH:23][C:22]([C:28]([F:31])([F:30])[F:29])=[N:21]1.C(=O)([O-])[O-].[K+].[K+].O1CCOCC1. The catalyst is C1C=CC([P]([Pd]([P](C2C=CC=CC=2)(C2C=CC=CC=2)C2C=CC=CC=2)([P](C2C=CC=CC=2)(C2C=CC=CC=2)C2C=CC=CC=2)[P](C2C=CC=CC=2)(C2C=CC=CC=2)C2C=CC=CC=2)(C2C=CC=CC=2)C2C=CC=CC=2)=CC=1.O. The product is [Cl:17][C:12]1[CH:13]=[CH:14][CH:15]=[CH:16][C:11]=1[CH:9]1[CH2:8][O:7][C:6]2[CH:18]=[C:2]([C:24]3[N:20]([CH3:19])[N:21]=[C:22]([C:28]([F:31])([F:30])[F:29])[CH:23]=3)[CH:3]=[CH:4][C:5]=2[NH:10]1. The yield is 0.640.